From a dataset of Forward reaction prediction with 1.9M reactions from USPTO patents (1976-2016). Predict the product of the given reaction. Given the reactants [O:1]=[S:2]1[C:8]2[CH:9]=[CH:10][CH:11]=[CH:12][C:7]=2[C:6](=[CH:13][C:14]2[CH:15]=[C:16]([NH:20][S:21]([CH3:24])(=[O:23])=[O:22])[CH:17]=[CH:18][CH:19]=2)[C:5]2[CH:25]=[CH:26][CH:27]=[CH:28][C:4]=2[CH2:3]1.C([O:33]OC(C)(C)C)(C)(C)C, predict the reaction product. The product is: [O:1]=[S:2]1(=[O:33])[C:8]2[CH:9]=[CH:10][CH:11]=[CH:12][C:7]=2[C:6](=[CH:13][C:14]2[CH:15]=[C:16]([NH:20][S:21]([CH3:24])(=[O:23])=[O:22])[CH:17]=[CH:18][CH:19]=2)[C:5]2[CH:25]=[CH:26][CH:27]=[CH:28][C:4]=2[CH2:3]1.